Dataset: Forward reaction prediction with 1.9M reactions from USPTO patents (1976-2016). Task: Predict the product of the given reaction. (1) Given the reactants [CH:1]1[C:10]2[C:5](=[CH:6][CH:7]=[CH:8][CH:9]=2)[CH:4]=[CH:3][C:2]=1[CH:11]=O.[CH3:13][C:14]1(C)[O:19]C(=O)CC(=O)O1.[C:23]([O:29][CH3:30])(=[O:28])[CH2:24][C:25]([CH3:27])=O.C([O-])(=O)C.[NH4+:35], predict the reaction product. The product is: [CH3:27][C:25]1[NH:35][C:14](=[O:19])[CH2:13][CH:11]([C:2]2[CH:3]=[CH:4][C:5]3[C:10](=[CH:9][CH:8]=[CH:7][CH:6]=3)[CH:1]=2)[C:24]=1[C:23]([O:29][CH3:30])=[O:28]. (2) Given the reactants [NH:1]1[CH2:5][CH2:4][CH:3]([CH2:6][NH:7][C:8]([C:10]2[S:14][C:13]([C:15]3[CH:20]=[CH:19][C:18]([Cl:21])=[CH:17][CH:16]=3)=[N:12][C:11]=2[CH3:22])=[O:9])[CH2:2]1.[CH3:23][O:24][C:25]([C:27]1[CH:28]=[C:29](OB(O)O)[CH:30]=[CH:31][CH:32]=1)=[O:26], predict the reaction product. The product is: [Cl:21][C:18]1[CH:17]=[CH:16][C:15]([C:13]2[S:14][C:10]([C:8]([NH:7][CH2:6][CH:3]3[CH2:4][CH2:5][N:1]([C:31]4[CH:32]=[C:27]([CH:28]=[CH:29][CH:30]=4)[C:25]([O:24][CH3:23])=[O:26])[CH2:2]3)=[O:9])=[C:11]([CH3:22])[N:12]=2)=[CH:20][CH:19]=1. (3) Given the reactants [CH:1]1([C:7]2[CH:15]=[CH:14][C:10]([C:11]([OH:13])=O)=[CH:9][CH:8]=2)[CH2:6][CH2:5][CH2:4][CH2:3][CH2:2]1.C1C=CC2N(O)N=NC=2C=1.CN(C(ON1N=NC2C=CC=CC1=2)=[N+](C)C)C.F[P-](F)(F)(F)(F)F.C(N(CC)CC)C.Cl.[C:58]([C:61]1([C:67]2[CH:72]=[CH:71][CH:70]=[CH:69][CH:68]=2)[CH2:66][CH2:65][NH:64][CH2:63][CH2:62]1)(=[O:60])[CH3:59], predict the reaction product. The product is: [CH:1]1([C:7]2[CH:8]=[CH:9][C:10]([C:11]([N:64]3[CH2:65][CH2:66][C:61]([C:58](=[O:60])[CH3:59])([C:67]4[CH:68]=[CH:69][CH:70]=[CH:71][CH:72]=4)[CH2:62][CH2:63]3)=[O:13])=[CH:14][CH:15]=2)[CH2:2][CH2:3][CH2:4][CH2:5][CH2:6]1. (4) Given the reactants [C:1]1([CH2:7][N:8]2[CH2:13][CH2:12][CH:11]([OH:14])[CH2:10][CH2:9]2)[CH:6]=[CH:5][CH:4]=[CH:3][CH:2]=1.[CH3:15][CH2:16][CH2:17][CH2:18][N:19]=[C:20]=[O:21].O, predict the reaction product. The product is: [CH2:18]([NH:19][C:20](=[O:21])[O:14][CH:11]1[CH2:12][CH2:13][N:8]([CH2:7][C:1]2[CH:2]=[CH:3][CH:4]=[CH:5][CH:6]=2)[CH2:9][CH2:10]1)[CH2:17][CH2:16][CH3:15]. (5) Given the reactants [C:1]([C:3]1[CH:4]=[C:5]([NH:9][C:10]2[C:19]3[C:14](=[CH:15][CH:16]=[C:17]([OH:20])[CH:18]=3)[N:13]=[CH:12][N:11]=2)[CH:6]=[CH:7][CH:8]=1)#[CH:2].Br[CH2:22][CH2:23][CH2:24][CH2:25][CH2:26][C:27]([O:29][CH2:30][CH3:31])=[O:28], predict the reaction product. The product is: [C:1]([C:3]1[CH:4]=[C:5]([NH:9][C:10]2[C:19]3[C:14](=[CH:15][CH:16]=[C:17]([O:20][CH2:22][CH2:23][CH2:24][CH2:25][CH2:26][C:27]([O-:29])=[O:28])[CH:18]=3)[N:13]=[CH:12][N:11]=2)[CH:6]=[CH:7][CH:8]=1)#[CH:2].[C:1]([C:3]1[CH:4]=[C:5]([NH:9][C:10]2[C:19]3[C:14](=[CH:15][CH:16]=[C:17]([O:20][CH2:22][CH2:23][CH2:24][CH2:25][CH2:26][C:27]([O:29][CH2:30][CH3:31])=[O:28])[CH:18]=3)[N:13]=[CH:12][N:11]=2)[CH:6]=[CH:7][CH:8]=1)#[CH:2]. (6) Given the reactants C(OC(NCCN(C1C=C(C)C=CC=1C#N)CCNC(OC(C)(C)C)=O)=O)(C)(C)C.[ClH:31].CCOCC.[C:37]([C:40]1[CH:45]=[CH:44][CH:43]=[CH:42][N:41]=1)(=[O:39])C.[BH4-:46].[Na+:47], predict the reaction product. The product is: [N:41]1[CH:42]=[CH:43][CH:44]=[CH:45][C:40]=1[CH:37]=[O:39].[BH4-:46].[Na+:47].[ClH:31]. (7) Given the reactants [F:1][C:2]1[CH:7]=[CH:6][C:5]([CH2:8][CH2:9][NH2:10])=[CH:4][CH:3]=1.C([O:13][C:14]([C:16]1[S:17][C:18]([N:21]2[CH2:26][CH2:25][N:24]([C:27](=[O:38])[C:28]3[CH:33]=[CH:32][CH:31]=[CH:30][C:29]=3[C:34]([F:37])([F:36])[F:35])[CH2:23][CH2:22]2)=[N:19][N:20]=1)=O)C, predict the reaction product. The product is: [F:1][C:2]1[CH:7]=[CH:6][C:5]([CH2:8][CH2:9][NH:10][C:14]([C:16]2[S:17][C:18]([N:21]3[CH2:22][CH2:23][N:24]([C:27](=[O:38])[C:28]4[CH:33]=[CH:32][CH:31]=[CH:30][C:29]=4[C:34]([F:37])([F:36])[F:35])[CH2:25][CH2:26]3)=[N:19][N:20]=2)=[O:13])=[CH:4][CH:3]=1. (8) Given the reactants Cl.[C:2]([N:5]1[CH2:11][C@H:10]([NH2:12])[C:9](=[O:13])[N:8]([CH3:14])[C:7]2[CH:15]=[CH:16][CH:17]=[CH:18][C:6]1=2)(=[O:4])[CH3:3].[C:19](O)(=[O:23])[C@H:20]([CH3:22])[OH:21], predict the reaction product. The product is: [C:2]([N:5]1[CH2:11][C@H:10]([NH:12][C:19](=[O:23])[C@@H:20]([OH:21])[CH3:22])[C:9](=[O:13])[N:8]([CH3:14])[C:7]2[CH:15]=[CH:16][CH:17]=[CH:18][C:6]1=2)(=[O:4])[CH3:3].